From a dataset of Reaction yield outcomes from USPTO patents with 853,638 reactions. Predict the reaction yield, written as a fraction of the theoretical maximum amount of product (1.0 means a 100% yield; for example, 0.34 means a 34% yield). The yield is 0.840. The product is [F:13][CH:12]([F:14])[O:11][C:3]1[CH:4]=[CH:5][CH:6]=[C:7]([N+:8]([O-:10])=[O:9])[C:2]=1[C:15]#[N:16]. The catalyst is O1CCCC1.C1(C)C=CC=CC=1. The reactants are Br[C:2]1[C:7]([N+:8]([O-:10])=[O:9])=[CH:6][CH:5]=[CH:4][C:3]=1[O:11][CH:12]([F:14])[F:13].[C:15]([Cu])#[N:16].[Li+].[Br-].